The task is: Predict the reactants needed to synthesize the given product.. This data is from Full USPTO retrosynthesis dataset with 1.9M reactions from patents (1976-2016). (1) The reactants are: [F:1][C:2]1[CH:7]=[CH:6][C:5]([NH:8][CH2:9][CH2:10][C:11]([OH:13])=O)=[C:4]([N+:14]([O-:16])=[O:15])[CH:3]=1. Given the product [F:1][C:2]1[CH:7]=[C:6]2[C:5](=[C:4]([N+:14]([O-:16])=[O:15])[CH:3]=1)[NH:8][CH2:9][CH2:10][C:11]2=[O:13], predict the reactants needed to synthesize it. (2) Given the product [Cl:1][C:2]1[C:3]2[CH:10]=[C:9]([C:25]3[CH:24]=[N:23][N:22]([CH3:21])[CH:26]=3)[NH:8][C:4]=2[N:5]=[CH:6][N:7]=1, predict the reactants needed to synthesize it. The reactants are: [Cl:1][C:2]1[C:3]2[CH:10]=[C:9](I)[N:8](S(C3C=CC=CC=3)(=O)=O)[C:4]=2[N:5]=[CH:6][N:7]=1.[CH3:21][N:22]1[CH:26]=[C:25](B2OC(C)(C)C(C)(C)O2)[CH:24]=[N:23]1.C([O-])([O-])=O.[Na+].[Na+].